Task: Predict which catalyst facilitates the given reaction.. Dataset: Catalyst prediction with 721,799 reactions and 888 catalyst types from USPTO (1) Reactant: C(OC(=O)[NH:7][C@H:8]1[CH2:13][CH2:12][C@@H:11]([NH:14][C:15]2[N:20]=[C:19]([N:21]([CH3:23])[CH3:22])[C:18]([CH3:24])=[CH:17][N:16]=2)[CH2:10][CH2:9]1)(C)(C)C.Cl. Product: [NH2:7][C@@H:8]1[CH2:9][CH2:10][C@H:11]([NH:14][C:15]2[N:20]=[C:19]([N:21]([CH3:23])[CH3:22])[C:18]([CH3:24])=[CH:17][N:16]=2)[CH2:12][CH2:13]1. The catalyst class is: 25. (2) Reactant: [CH3:1][C:2]([N:5]([C:9]1[CH:14]=[C:13]([F:15])[CH:12]=[C:11]([Cl:16])[CH:10]=1)[C:6](=[O:8])[O-:7])([CH3:4])[CH3:3].[Li][C:18]([CH3:21])([CH3:20])[CH3:19].CCCCC.[CH3:27][O:28][C:29](Cl)=[O:30].[Cl-].[NH4+]. Product: [Cl:16][C:11]1[CH:12]=[C:13]([F:15])[C:14]([C:29]([O:28][CH3:27])=[O:30])=[C:9]([NH:5][C:6]([O:7][C:18]([CH3:21])([CH3:20])[CH3:19])=[O:8])[CH:10]=1.[CH3:4][C:2]([N:5]([C:9]1[CH:10]=[C:11]([Cl:16])[CH:12]=[C:13]([F:15])[C:14]=1[C:29](=[O:30])[C:18]([CH3:21])([CH3:20])[CH3:19])[C:6](=[O:7])[O-:8])([CH3:1])[CH3:3]. The catalyst class is: 7.